Dataset: Reaction yield outcomes from USPTO patents with 853,638 reactions. Task: Predict the reaction yield, written as a fraction of the theoretical maximum amount of product (1.0 means a 100% yield; for example, 0.34 means a 34% yield). (1) The reactants are C1O[C:4]2([CH:9]3[CH2:10][CH2:11][CH:5]2[CH2:6][CH:7]([N:12]2[CH2:17][CH2:16][N:15]([CH2:18][C:19]4[CH:24]=[CH:23][CH:22]=[CH:21][CH:20]=4)[CH2:14][CH2:13]2)[CH2:8]3)OC1.Cl.[Li][CH2:28]CCC.O. The catalyst is CC(C)=O.[Br-].C[P+](C1C=CC=CC=1)(C1C=CC=CC=1)C1C=CC=CC=1.C1COCC1. The product is [CH2:18]([N:15]1[CH2:16][CH2:17][N:12]([CH:7]2[CH2:8][CH:9]3[C:4](=[CH2:28])[CH:5]([CH2:11][CH2:10]3)[CH2:6]2)[CH2:13][CH2:14]1)[C:19]1[CH:24]=[CH:23][CH:22]=[CH:21][CH:20]=1. The yield is 0.580. (2) The reactants are Br[C:2]1[CH:3]=[C:4]([CH:21]=[C:22]([Br:24])[CH:23]=1)[CH2:5][CH2:6][C:7]1[CH:12]=[C:11]([CH3:13])[CH:10]=[C:9]([N:14]2[C:18]([CH3:19])=[CH:17][CH:16]=[C:15]2[CH3:20])[N:8]=1.[C:25]([Cu])#[N:26].CN(C=O)C. The product is [Br:24][C:22]1[CH:23]=[C:2]([CH:3]=[C:4]([CH2:5][CH2:6][C:7]2[CH:12]=[C:11]([CH3:13])[CH:10]=[C:9]([N:14]3[C:15]([CH3:20])=[CH:16][CH:17]=[C:18]3[CH3:19])[N:8]=2)[CH:21]=1)[C:25]#[N:26]. The catalyst is ClCCl. The yield is 0.570. (3) The reactants are [Br:1][C:2]1[CH:7]=[CH:6][C:5]([C:8]([C:10]2[CH:15]=[CH:14][C:13]([OH:16])=[C:12]([F:17])[CH:11]=2)=O)=[CH:4][CH:3]=1.[CH3:18][C:19]1([CH3:28])[CH2:24][C:23]([CH3:26])([CH3:25])[CH2:22][C:21](=O)[CH2:20]1.C([O-])([O-])=O.[K+].[K+]. The catalyst is C1COCC1.[Zn].Cl[Ti](Cl)(Cl)Cl. The product is [Br:1][C:2]1[CH:7]=[CH:6][C:5]([C:8](=[C:21]2[CH2:22][C:23]([CH3:26])([CH3:25])[CH2:24][C:19]([CH3:28])([CH3:18])[CH2:20]2)[C:10]2[CH:15]=[CH:14][C:13]([OH:16])=[C:12]([F:17])[CH:11]=2)=[CH:4][CH:3]=1. The yield is 0.780. (4) The reactants are C[O:2][C:3](=[O:24])[CH:4]([NH:12][C:13]1[CH:18]=[C:17]([F:19])[CH:16]=[C:15]([C:20]([F:23])([F:22])[F:21])[CH:14]=1)[CH2:5][CH2:6][CH2:7][CH2:8][CH2:9][CH:10]=[CH2:11].O.[OH-].[Li+]. The yield is 0.900. The product is [F:22][C:20]([F:21])([F:23])[C:15]1[CH:14]=[C:13]([NH:12][CH:4]([CH2:5][CH2:6][CH2:7][CH2:8][CH2:9][CH:10]=[CH2:11])[C:3]([OH:24])=[O:2])[CH:18]=[C:17]([F:19])[CH:16]=1. The catalyst is O1CCCC1.O. (5) The reactants are [Cu]([C:4]#[N:5])C#N.Br[C:7]1[CH:12]=[CH:11][C:10]([NH:13]C(=O)OC(C)(C)C)=[CH:9][C:8]=1[O:21][C:22]([F:25])([F:24])[F:23].Cl. The catalyst is CN(C)C=O.O.O.O.O.O.O.[Fe](Cl)(Cl)Cl. The product is [NH2:13][C:10]1[CH:11]=[CH:12][C:7]([C:4]#[N:5])=[C:8]([O:21][C:22]([F:23])([F:24])[F:25])[CH:9]=1. The yield is 0.290. (6) The reactants are [Si:1]([O:18][CH2:19][CH2:20][O:21][C:22]1[CH:27]=[CH:26][C:25]([CH2:28][CH2:29][CH2:30][OH:31])=[C:24]([O:32][C:33]2[C:38]([Cl:39])=[CH:37][C:36]([C:40]([F:43])([F:42])[F:41])=[CH:35][N:34]=2)[CH:23]=1)([C:14]([CH3:17])([CH3:16])[CH3:15])([C:8]1[CH:13]=[CH:12][CH:11]=[CH:10][CH:9]=1)[C:2]1[CH:7]=[CH:6][CH:5]=[CH:4][CH:3]=1.Cl[S:45]([N:48]=[C:49]=[O:50])(=[O:47])=[O:46].[NH2:51][CH2:52][CH2:53][O:54][CH:55]([CH3:57])[CH3:56].Cl. The catalyst is C(#N)C.N1C=CC=CC=1. The product is [CH:55]([O:54][CH2:53][CH2:52][NH:51][S:45]([NH:48][C:49](=[O:50])[O:31][CH2:30][CH2:29][CH2:28][C:25]1[CH:26]=[CH:27][C:22]([O:21][CH2:20][CH2:19][O:18][Si:1]([C:14]([CH3:15])([CH3:16])[CH3:17])([C:8]2[CH:13]=[CH:12][CH:11]=[CH:10][CH:9]=2)[C:2]2[CH:3]=[CH:4][CH:5]=[CH:6][CH:7]=2)=[CH:23][C:24]=1[O:32][C:33]1[C:38]([Cl:39])=[CH:37][C:36]([C:40]([F:43])([F:42])[F:41])=[CH:35][N:34]=1)(=[O:47])=[O:46])([CH3:57])[CH3:56]. The yield is 0.660. (7) The reactants are [C:1]([C:5]1[CH:10]=[C:9]([F:11])[CH:8]=[CH:7][C:6]=1[OH:12])([CH3:4])([CH3:3])[CH3:2].CCN(CC)CC.Cl[C:21]([O:23][CH3:24])=[O:22]. The catalyst is O1CCOCC1. The product is [C:21](=[O:22])([O:23][CH3:24])[O:12][C:6]1[CH:7]=[CH:8][C:9]([F:11])=[CH:10][C:5]=1[C:1]([CH3:4])([CH3:2])[CH3:3]. The yield is 0.590.